Dataset: Full USPTO retrosynthesis dataset with 1.9M reactions from patents (1976-2016). Task: Predict the reactants needed to synthesize the given product. (1) Given the product [CH:64]1([O:69][C:70](=[O:80])[C@@H:41]([NH:42][C:44](=[O:89])[CH2:30][CH2:29][C:25]2[CH:26]=[C:27]3[C:22](=[CH:23][CH:24]=2)[NH:21][C:20]([C:18](=[O:19])[NH:17][CH2:16][CH2:15][CH2:14][CH2:13][CH2:12][CH2:11][C:9](=[O:10])[NH:8][O:7][CH:2]2[CH2:3][CH2:4][CH2:5][CH2:6][O:1]2)=[CH:28]3)[CH2:40][C:39]2[CH:55]=[CH:56][CH:57]=[CH:58][CH:59]=2)[CH2:68][CH2:67][CH2:66][CH2:65]1, predict the reactants needed to synthesize it. The reactants are: [O:1]1[CH2:6][CH2:5][CH2:4][CH2:3][CH:2]1[O:7][NH:8][C:9]([CH2:11][CH2:12][CH2:13][CH2:14][CH2:15][CH2:16][NH:17][C:18]([C:20]1[NH:21][C:22]2[C:27]([CH:28]=1)=[CH:26][C:25]([CH2:29][CH2:30]C(O)=O)=[CH:24][CH:23]=2)=[O:19])=[O:10].CCN=C=N[CH2:39][CH2:40][CH2:41][N:42]([CH3:44])C.Cl.Cl.C(N(CC)CC)C.C1[CH:55]=[CH:56][C:57]2N(O)N=N[C:58]=2[CH:59]=1.[CH:64]1([O:69][C:70](=[O:80])[C@H](CC2C=CC=CC=2)N)[CH2:68][CH2:67][CH2:66][CH2:65]1.CC1C=CC(S(O)(=O)=[O:89])=CC=1. (2) Given the product [F:41][C:32]1[CH:33]=[CH:34][C:35]([C:37]([F:38])([F:40])[F:39])=[CH:36][C:31]=1[NH:30][C:28](=[O:29])[NH:27][C:24]1[CH:25]=[CH:26][C:21]([C:12]2[C:13]([C:16]([N:5]3[CH2:6][CH2:7][N:2]([CH3:1])[CH2:3][CH2:4]3)=[O:18])=[CH:14][NH:15][C:11]=2[C:8]([NH2:9])=[O:10])=[CH:22][CH:23]=1, predict the reactants needed to synthesize it. The reactants are: [CH3:1][N:2]1[CH2:7][CH2:6][NH:5][CH2:4][CH2:3]1.[C:8]([C:11]1[NH:15][CH:14]=[C:13]([C:16]([O:18]CC)=O)[C:12]=1[C:21]1[CH:26]=[CH:25][C:24]([NH:27][C:28]([NH:30][C:31]2[CH:36]=[C:35]([C:37]([F:40])([F:39])[F:38])[CH:34]=[CH:33][C:32]=2[F:41])=[O:29])=[CH:23][CH:22]=1)(=[O:10])[NH2:9].